Task: Predict the product of the given reaction.. Dataset: Forward reaction prediction with 1.9M reactions from USPTO patents (1976-2016) (1) The product is: [Br:1][C:2]1[CH:7]=[CH:6][C:5]([O:8][CH2:13][O:14][CH3:15])=[CH:4][C:3]=1[CH3:9]. Given the reactants [Br:1][C:2]1[CH:7]=[CH:6][C:5]([OH:8])=[CH:4][C:3]=1[CH3:9].[H-].[Na+].Cl[CH2:13][O:14][CH3:15], predict the reaction product. (2) Given the reactants Cl[C:2]1[C:7]2=[N:8][O:9][N:10]=[C:6]2[CH:5]=[CH:4][CH:3]=1.Br[C:12]1[CH:17]=[CH:16][C:15]([O:18][CH2:19][CH2:20][F:21])=[CH:14][CH:13]=1, predict the reaction product. The product is: [F:21][CH2:20][CH2:19][O:18][C:15]1[CH:16]=[CH:17][C:12]([C:2]2[C:7]3=[N:8][O:9][N:10]=[C:6]3[CH:5]=[CH:4][CH:3]=2)=[CH:13][CH:14]=1.